From a dataset of Catalyst prediction with 721,799 reactions and 888 catalyst types from USPTO. Predict which catalyst facilitates the given reaction. Reactant: [OH-].[Na+].[F:3][C:4]1[CH:9]=[CH:8][C:7]([C:10]2[O:11][C:12]3[CH:22]=[C:21]([O:23][CH2:24][C:25]([F:28])([F:27])[F:26])[C:20]([C:29]4[CH:30]=[CH:31][C:32]([O:39][CH3:40])=[C:33]([CH:38]=4)[C:34]([O:36]C)=[O:35])=[CH:19][C:13]=3[C:14]=2[C:15](=[O:18])[NH:16][CH3:17])=[CH:6][CH:5]=1. Product: [F:3][C:4]1[CH:5]=[CH:6][C:7]([C:10]2[O:11][C:12]3[CH:22]=[C:21]([O:23][CH2:24][C:25]([F:27])([F:28])[F:26])[C:20]([C:29]4[CH:30]=[CH:31][C:32]([O:39][CH3:40])=[C:33]([CH:38]=4)[C:34]([OH:36])=[O:35])=[CH:19][C:13]=3[C:14]=2[C:15](=[O:18])[NH:16][CH3:17])=[CH:8][CH:9]=1. The catalyst class is: 92.